From a dataset of Forward reaction prediction with 1.9M reactions from USPTO patents (1976-2016). Predict the product of the given reaction. (1) The product is: [CH2:17]([O:9][C:8]([CH:5]1[CH2:6][CH2:7][CH:2]([N:1]([CH2:8][C:5]2[CH:6]=[CH:7][CH:2]=[CH:3][CH:4]=2)[CH2:17][C:18]2[CH:23]=[CH:22][CH:21]=[CH:20][CH:19]=2)[CH2:3][CH2:4]1)=[O:10])[C:18]1[CH:23]=[CH:22][CH:21]=[CH:20][CH:19]=1. Given the reactants [NH2:1][CH:2]1[CH2:7][CH2:6][CH:5]([C:8]([OH:10])=[O:9])[CH2:4][CH2:3]1.C([O-])([O-])=O.[K+].[K+].[CH2:17](Br)[C:18]1[CH:23]=[CH:22][CH:21]=[CH:20][CH:19]=1, predict the reaction product. (2) The product is: [C:18]1([S:15]([C:11]2[CH:10]=[C:9]3[C:14](=[CH:13][CH:12]=2)[CH:5]([CH2:4][CH2:3][O:2][S:38]([CH3:37])(=[O:40])=[O:39])[CH2:6][CH2:7][CH2:8]3)(=[O:17])=[O:16])[CH:23]=[CH:22][CH:21]=[CH:20][CH:19]=1. Given the reactants C[O:2][C:3](=O)[CH2:4][CH:5]1[C:14]2[C:9](=[CH:10][C:11]([S:15]([C:18]3[CH:23]=[CH:22][CH:21]=[CH:20][CH:19]=3)(=[O:17])=[O:16])=[CH:12][CH:13]=2)[CH2:8][CH2:7][CH2:6]1.[H-].[Al+3].[Li+].[H-].[H-].[H-].N1C=CC=CC=1.[CH3:37][S:38](Cl)(=[O:40])=[O:39].C([O-])(O)=O.[Na+], predict the reaction product. (3) Given the reactants [Cl:1][C:2]1[CH:7]=[C:6]([O:8][CH3:9])[C:5]([O:10][CH2:11][C:12]2[C:17]([O:18][CH3:19])=[CH:16][CH:15]=[CH:14][C:13]=2[F:20])=[CH:4][C:3]=1[N:21]1[C:29](=[O:30])[NH:28][C:27]2[C:22]1=[N:23][C:24]([CH2:33][Cl:34])=[N:25][C:26]=2[O:31][CH3:32].[N:35]([C:38]1[N:46]=[C:45]2[C:41]([N:42](C)[C:43](=[O:67])[N:44]2[C:47]2[CH:52]=[C:51]([O:53][CH2:54][C:55]3[C:60]([O:61][CH3:62])=[CH:59][CH:58]=[CH:57][C:56]=3[F:63])[C:50]([O:64][CH3:65])=[CH:49][C:48]=2[Cl:66])=[C:40]([O:69][CH3:70])[N:39]=1)=[N+:36]=[N-:37], predict the reaction product. The product is: [Cl:1][C:2]1[CH:7]=[C:6]([O:8][CH3:9])[C:5]([O:10][CH2:11][C:12]2[C:17]([O:18][CH3:19])=[CH:16][CH:15]=[CH:14][C:13]=2[F:20])=[CH:4][C:3]=1[N:21]1[C:29](=[O:30])[NH:28][C:27]2[C:22]1=[N:23][C:24]([CH2:33][Cl:34])=[N:25][C:26]=2[O:31][CH3:32].[N:35]([CH2:33][C:24]1[N:23]=[C:22]2[C:27]([NH:28][C:29](=[O:30])[N:21]2[C:3]2[CH:4]=[C:5]([O:10][CH2:11][C:12]3[C:17]([O:18][CH3:19])=[CH:16][CH:15]=[CH:14][C:13]=3[F:20])[C:6]([O:8][CH3:9])=[CH:7][C:2]=2[Cl:1])=[C:26]([O:31][CH3:32])[N:25]=1)=[N+:36]=[N-:37].[NH2:21][CH2:3][C:38]1[N:46]=[C:45]2[C:41]([NH:42][C:43](=[O:67])[N:44]2[C:47]2[CH:52]=[C:51]([O:53][CH2:54][C:55]3[C:60]([O:61][CH3:62])=[CH:59][CH:58]=[CH:57][C:56]=3[F:63])[C:50]([O:64][CH3:65])=[CH:49][C:48]=2[Cl:66])=[C:40]([O:69][CH3:70])[N:39]=1. (4) The product is: [OH:29][C@@H:24]1[CH2:25][CH2:26][CH2:27][CH2:28][C@H:23]1[N:13]1[C:12](=[O:30])[C:11]2[C:16](=[C:17]3[CH:22]=[CH:21][CH:20]=[CH:19][C:18]3=[C:9]([CH2:8][C:5]3[CH:6]=[N:7][C:2]([C:41]4[CH:40]=[N:39][N:38]([CH3:37])[CH:42]=4)=[CH:3][CH:4]=3)[CH:10]=2)[N:15]=[CH:14]1. Given the reactants Cl[C:2]1[N:7]=[CH:6][C:5]([CH2:8][C:9]2[CH:10]=[C:11]3[C:16](=[C:17]4[CH:22]=[CH:21][CH:20]=[CH:19][C:18]=24)[N:15]=[CH:14][N:13]([C@@H:23]2[CH2:28][CH2:27][CH2:26][CH2:25][C@H:24]2[OH:29])[C:12]3=[O:30])=[CH:4][CH:3]=1.C(=O)([O-])[O-].[Cs+].[Cs+].[CH3:37][N:38]1[CH:42]=[C:41](B2OC(C)(C)C(C)(C)O2)[CH:40]=[N:39]1, predict the reaction product. (5) Given the reactants Br[C:2]1[CH:11]=[C:10]2[C:5]([CH:6]=[CH:7][C:8](=[O:19])[N:9]2[C:12]2[CH:17]=[CH:16][CH:15]=[CH:14][C:13]=2[Cl:18])=[C:4]([C:20]2[CH:25]=[CH:24][CH:23]=[CH:22][C:21]=2[Cl:26])[N:3]=1.[CH:27]([NH:30][CH2:31][CH2:32][NH2:33])([CH3:29])[CH3:28].CN1C(=[O:40])CCC1, predict the reaction product. The product is: [CH:8]([OH:19])=[O:40].[Cl:18][C:13]1[CH:14]=[CH:15][CH:16]=[CH:17][C:12]=1[N:9]1[C:10]2[C:5](=[C:4]([C:20]3[CH:25]=[CH:24][CH:23]=[CH:22][C:21]=3[Cl:26])[N:3]=[C:2]([NH:33][CH2:32][CH2:31][NH:30][CH:27]([CH3:29])[CH3:28])[CH:11]=2)[CH:6]=[CH:7][C:8]1=[O:19]. (6) Given the reactants [Br:1][C:2]1[CH:6]=[N:5][N:4]([CH3:7])[C:3]=1[CH:8]=[O:9].[C:10]1([Mg]Cl)[CH:15]=[CH:14][CH:13]=[CH:12][CH:11]=1, predict the reaction product. The product is: [Br:1][C:2]1[CH:6]=[N:5][N:4]([CH3:7])[C:3]=1[CH:8]([C:10]1[CH:15]=[CH:14][CH:13]=[CH:12][CH:11]=1)[OH:9]. (7) Given the reactants [C:1]([C:5]1[CH:6]=[C:7]([NH:49][S:50]([CH3:53])(=[O:52])=[O:51])[C:8]([O:47][CH3:48])=[C:9]([NH:11][C:12](=[O:46])[NH:13][C:14]2[C:23]3[C:18](=[CH:19][CH:20]=[CH:21][CH:22]=3)[C:17]([O:24][C:25]3[CH:30]=[CH:29][N:28]=[C:27]([NH:31][C:32]4[CH:37]=[CH:36][C:35]([P:38]([CH3:43])(=[O:42])[O:39]CC)=[C:34]([O:44][CH3:45])[CH:33]=4)[N:26]=3)=[CH:16][CH:15]=2)[CH:10]=1)([CH3:4])([CH3:3])[CH3:2].[OH-].[Na+].C(O)(=O)C, predict the reaction product. The product is: [C:1]([C:5]1[CH:6]=[C:7]([NH:49][S:50]([CH3:53])(=[O:52])=[O:51])[C:8]([O:47][CH3:48])=[C:9]([NH:11][C:12]([NH:13][C:14]2[C:23]3[C:18](=[CH:19][CH:20]=[CH:21][CH:22]=3)[C:17]([O:24][C:25]3[CH:30]=[CH:29][N:28]=[C:27]([NH:31][C:32]4[CH:37]=[CH:36][C:35]([P:38]([CH3:43])(=[O:39])[OH:42])=[C:34]([O:44][CH3:45])[CH:33]=4)[N:26]=3)=[CH:16][CH:15]=2)=[O:46])[CH:10]=1)([CH3:4])([CH3:2])[CH3:3]. (8) Given the reactants [NH2:1][C:2]1[CH:19]=[CH:18][C:5]([O:6][C:7]2[C:12]3[N:13]=[CH:14][C:15](=[O:17])[NH:16][C:11]=3[N:10]=[CH:9][CH:8]=2)=[CH:4][C:3]=1[S:20][CH3:21].[C:22]([C:26]1[CH:30]=[C:29]([N:31]=[C:32]=[O:33])[N:28]([C:34]2[CH:39]=[CH:38][CH:37]=[CH:36][CH:35]=2)[N:27]=1)([CH3:25])([CH3:24])[CH3:23], predict the reaction product. The product is: [C:22]([C:26]1[CH:30]=[C:29]([NH:31][C:32]([NH:1][C:2]2[CH:19]=[CH:18][C:5]([O:6][C:7]3[C:12]4[N:13]=[CH:14][C:15](=[O:17])[NH:16][C:11]=4[N:10]=[CH:9][CH:8]=3)=[CH:4][C:3]=2[S:20][CH3:21])=[O:33])[N:28]([C:34]2[CH:39]=[CH:38][CH:37]=[CH:36][CH:35]=2)[N:27]=1)([CH3:25])([CH3:23])[CH3:24]. (9) Given the reactants [CH2:1]([NH:3][C:4](=[O:24])[NH:5][C:6]1[S:7][C:8]([C:12]2[CH:13]=[CH:14][C:15]([O:22][CH3:23])=[C:16]([S:18](Cl)(=[O:20])=[O:19])[CH:17]=2)=[C:9]([CH3:11])[N:10]=1)[CH3:2].C([O-])([O-])=O.[Na+].[Na+].[NH3:31].O, predict the reaction product. The product is: [CH2:1]([NH:3][C:4](=[O:24])[NH:5][C:6]1[S:7][C:8]([C:12]2[CH:13]=[CH:14][C:15]([O:22][CH3:23])=[C:16]([S:18]([NH2:31])(=[O:20])=[O:19])[CH:17]=2)=[C:9]([CH3:11])[N:10]=1)[CH3:2].